Dataset: Drug-target binding data from BindingDB using IC50 measurements. Task: Regression. Given a target protein amino acid sequence and a drug SMILES string, predict the binding affinity score between them. We predict pIC50 (pIC50 = -log10(IC50 in M); higher means more potent). Dataset: bindingdb_ic50. The small molecule is Cc1cc(NC(=O)c2c(O)nc(O)[nH]c2=O)no1. The target protein (Q9IQ47) has sequence MEDFVRQCFNPMIVELAEKTMKEYGEDLKIETNKFAAICTHLEVCFMYSDFHFINEQGESIIVELGDPSALLKHRFEIIEGRDRTMAWTVVNSICNTTGAEKPKFLPDLYDYKENRFIEIGVTRREVHIYYLEKANKIKSEKTHIHIFSFTGEEMATKADYTLDEESRARIKTRLFTIRQEMASRGLWDSFRQSERGEETIEERFEITGTMRKLADQSLPPNFSSLENFRAYVDGFEPNGYIEGKLSQMSKEVNARIEPFLKTTPRPLRLPNGPPCSQRSKFLLMDALKLSIEDPSHEGEGIPLYDAIKCMRTFFGWKEPNVVKPHEKGINPNYLLSWKQVLAELQDIENEEKIPKTKNMKKTSQLKWALGENMAPEKVDFDDCKDVGDLKQYDSDEPELRSLASWIQNEFNKACELTDSSWIELDEIGEDVAPIEHIASMRRNYFTSEVSHCRATEYIMKGVYINTALLNASCAAMDDFQLIPMISKCRTKEGRRKTNL.... The pIC50 is 3.3.